This data is from Forward reaction prediction with 1.9M reactions from USPTO patents (1976-2016). The task is: Predict the product of the given reaction. Given the reactants CC1C2COC(=O)C=2C=CC=1[C@@H:12]1[CH2:14][O:13]1.Br[C:16]1[CH:25]=[CH:24][C:19]2[C:20](=[O:23])[O:21][CH2:22][C:18]=2[C:17]=1[C:26]([F:29])([F:28])[F:27], predict the reaction product. The product is: [O:13]1[CH2:14][CH:12]1[C:16]1[CH:25]=[CH:24][C:19]2[C:20](=[O:23])[O:21][CH2:22][C:18]=2[C:17]=1[C:26]([F:29])([F:28])[F:27].